From a dataset of Full USPTO retrosynthesis dataset with 1.9M reactions from patents (1976-2016). Predict the reactants needed to synthesize the given product. (1) Given the product [Cl:1][C:2]1[CH:3]=[C:4]([CH:16]=[CH:17][C:18]=1[NH:19][CH2:20][CH2:21][OH:22])[C:5]([NH:7][C:8]1[CH:13]=[CH:12][C:11]([CH3:14])=[C:10]([O:15][CH2:30][C:31]2[C:39]3[C:34](=[N:35][CH:36]=[N:37][C:38]=3[Cl:40])[N:33]([CH3:41])[N:32]=2)[CH:9]=1)=[O:6], predict the reactants needed to synthesize it. The reactants are: [Cl:1][C:2]1[CH:3]=[C:4]([CH:16]=[CH:17][C:18]=1[NH:19][CH2:20][CH2:21][OH:22])[C:5]([NH:7][C:8]1[CH:13]=[CH:12][C:11]([CH3:14])=[C:10]([OH:15])[CH:9]=1)=[O:6].C(=O)([O-])[O-].[K+].[K+].Br[CH2:30][C:31]1[C:39]2[C:34](=[N:35][CH:36]=[N:37][C:38]=2[Cl:40])[N:33]([CH3:41])[N:32]=1. (2) Given the product [I:1][C:2]1[CH:7]=[CH:6][C:5]([CH2:8][CH2:9][N:10]2[C:14](=[O:15])[C:13]3[C:12](=[CH:20][CH:19]=[CH:18][CH:17]=3)[C:11]2=[O:16])=[CH:4][CH:3]=1, predict the reactants needed to synthesize it. The reactants are: [I:1][C:2]1[CH:7]=[CH:6][C:5]([CH2:8][CH2:9][NH2:10])=[CH:4][CH:3]=1.[C:11]1(=O)[O:16][C:14](=[O:15])[C:13]2=[CH:17][CH:18]=[CH:19][CH:20]=[C:12]12. (3) Given the product [C:34]([C@@H:32]([C@H:30]([C:29]([OH:38])=[O:37])[OH:31])[OH:33])([OH:36])=[O:35].[OH:13][C@@H:8]1[C@@H:7]([C:2]2[CH:3]=[CH:4][CH:5]=[CH:6][C:1]=2[CH3:14])[CH2:12][CH2:11][N:10]([CH2:29][C@H:25]2[CH2:24][C@H:39]([OH:41])[C:40]3=[N:20][CH:19]=[CH:18][CH:17]=[C:16]3[CH2:21][CH2:26]2)[CH2:9]1, predict the reactants needed to synthesize it. The reactants are: [C:1]1([CH3:14])[CH:6]=[CH:5][CH:4]=[CH:3][C:2]=1[CH:7]1[CH2:12][CH2:11][NH:10][CH2:9][CH:8]1[OH:13].C1(C)[CH:20]=[CH:19][CH:18]=[CH:17][C:16]=1[C@H:21]1[CH2:26][CH2:25][NH:24]C[C@@H]1O.[C:29]([OH:38])(=[O:37])[C@@H:30]([C@H:32]([C:34]([OH:36])=[O:35])[OH:33])[OH:31].[CH2:39]([OH:41])[CH3:40]. (4) The reactants are: [Br:1][C:2]1[CH:40]=[CH:39][C:5]([CH2:6][N:7]2[C:13]3[CH:14]=[CH:15][CH:16]=[CH:17][C:12]=3[N:11]([C:18]3[CH:23]=[CH:22][C:21]([CH2:24][NH:25][C:26]([O:28][C:29]([CH3:32])([CH3:31])[CH3:30])=[O:27])=[CH:20][CH:19]=3)[C:10](=[O:33])[CH:9]([CH2:34][C:35](O)=[O:36])[C:8]2=[O:38])=[CH:4][CH:3]=1.[F:41][C:42]1[CH:49]=[CH:48][CH:47]=[CH:46][C:43]=1[CH2:44][NH2:45].P(C#N)(OCC)(OCC)=O.C(N(CC)CC)C. Given the product [F:41][C:42]1[CH:49]=[CH:48][CH:47]=[CH:46][C:43]=1[CH2:44][NH:45][C:35](=[O:36])[CH2:34][CH:9]1[C:10](=[O:33])[N:11]([C:18]2[CH:19]=[CH:20][C:21]([CH2:24][NH:25][C:26]([O:28][C:29]([CH3:30])([CH3:31])[CH3:32])=[O:27])=[CH:22][CH:23]=2)[C:12]2[CH:17]=[CH:16][CH:15]=[CH:14][C:13]=2[N:7]([CH2:6][C:5]2[CH:4]=[CH:3][C:2]([Br:1])=[CH:40][CH:39]=2)[C:8]1=[O:38], predict the reactants needed to synthesize it. (5) The reactants are: [H-].[H-].[H-].[H-].[Li+].[Al+3].F[C:8]1[C:13]([N:14]2[CH2:19][CH2:18][N:17]([CH3:20])[CH2:16][CH2:15]2)=[CH:12][CH:11]=[C:10]([N+:21]([O-])=O)[C:9]=1[NH2:24].[BH4-].[Na+].[OH-].[Na+]. Given the product [CH:20]1([N:17]2[CH2:18][CH2:19][N:14]([C:13]3[CH:8]=[C:9]([NH2:24])[C:10]([NH2:21])=[CH:11][CH:12]=3)[CH2:15][CH2:16]2)[CH2:10][CH2:9][CH2:8][CH2:13]1, predict the reactants needed to synthesize it.